From a dataset of Full USPTO retrosynthesis dataset with 1.9M reactions from patents (1976-2016). Predict the reactants needed to synthesize the given product. (1) The reactants are: [N+:1]([C:4]1[C:5]([NH2:17])=[N:6][C:7]([O:10][C:11]2[CH:16]=[CH:15][CH:14]=[CH:13][CH:12]=2)=[CH:8][CH:9]=1)([O-])=O. Given the product [O:10]([C:7]1[N:6]=[C:5]([NH2:17])[C:4]([NH2:1])=[CH:9][CH:8]=1)[C:11]1[CH:12]=[CH:13][CH:14]=[CH:15][CH:16]=1, predict the reactants needed to synthesize it. (2) The reactants are: [O:1]=[S:2]1(=[O:35])[C:8]2[CH:9]=[C:10]([O:14][CH2:15][C:16]([O:18]CC)=[O:17])[C:11]([Br:13])=[CH:12][C:7]=2[N:6]([C:21]2[CH:26]=[CH:25][CH:24]=[CH:23][CH:22]=2)[CH2:5][C:4]([CH2:31][CH2:32][CH2:33][CH3:34])([CH2:27][CH2:28][CH2:29][CH3:30])[NH:3]1.[OH-].[Na+]. Given the product [O:35]=[S:2]1(=[O:1])[C:8]2[CH:9]=[C:10]([O:14][CH2:15][C:16]([OH:18])=[O:17])[C:11]([Br:13])=[CH:12][C:7]=2[N:6]([C:21]2[CH:22]=[CH:23][CH:24]=[CH:25][CH:26]=2)[CH2:5][C:4]([CH2:31][CH2:32][CH2:33][CH3:34])([CH2:27][CH2:28][CH2:29][CH3:30])[NH:3]1, predict the reactants needed to synthesize it. (3) Given the product [Br:34][CH2:35][C:36]([NH:22][S:19]([C:16]1[CH:15]=[CH:14][C:13]([N:12]2[C:8]([C:5]3[CH:6]=[CH:7][C:2]([CH3:1])=[CH:3][CH:4]=3)=[CH:9][C:10]([C:23]([F:24])([F:26])[F:25])=[N:11]2)=[CH:18][CH:17]=1)(=[O:21])=[O:20])=[O:37], predict the reactants needed to synthesize it. The reactants are: [CH3:1][C:2]1[CH:3]=[CH:4][C:5]([C:8]2[N:12]([C:13]3[CH:14]=[CH:15][C:16]([S:19]([NH2:22])(=[O:21])=[O:20])=[CH:17][CH:18]=3)[N:11]=[C:10]([C:23]([F:26])([F:25])[F:24])[CH:9]=2)=[CH:6][CH:7]=1.CCN(CC)CC.[Br:34][CH2:35][C:36](Br)=[O:37].[NH4+].[Cl-]. (4) The reactants are: [NH2:1][C:2]1[CH:3]=[C:4]([CH:21]=[CH:22][CH:23]=1)[O:5][C:6]1[CH:7]=[CH:8][C:9]2[N:10]([CH:12]=[C:13]([NH:15][C:16](=[O:20])[CH2:17][O:18][CH3:19])[N:14]=2)[N:11]=1.[CH3:24][N:25]1[C:29]([C:30](Cl)=[O:31])=[CH:28][C:27]([CH3:33])=[N:26]1. Given the product [CH3:19][O:18][CH2:17][C:16]([NH:15][C:13]1[N:14]=[C:9]2[CH:8]=[CH:7][C:6]([O:5][C:4]3[CH:3]=[C:2]([NH:1][C:30]([C:29]4[N:25]([CH3:24])[N:26]=[C:27]([CH3:33])[CH:28]=4)=[O:31])[CH:23]=[CH:22][CH:21]=3)=[N:11][N:10]2[CH:12]=1)=[O:20], predict the reactants needed to synthesize it. (5) Given the product [C:1]([N:4]1[CH2:9][CH2:8][N:7]([C:18]([O:20][C:21]2[CH:22]=[CH:23][C:24]([N+:27]([O-:29])=[O:28])=[CH:25][CH:26]=2)=[O:19])[CH2:6][CH2:5]1)(=[O:3])[CH3:2], predict the reactants needed to synthesize it. The reactants are: [C:1]([N:4]1[CH2:9][CH2:8][NH:7][CH2:6][CH2:5]1)(=[O:3])[CH3:2].CCN(CC)CC.Cl[C:18]([O:20][C:21]1[CH:26]=[CH:25][C:24]([N+:27]([O-:29])=[O:28])=[CH:23][CH:22]=1)=[O:19].O. (6) Given the product [CH2:30]([O:29]/[C:5](=[CH:6]\[C:7]1[CH:12]=[CH:11][C:10]([O:13][CH2:14][CH2:15][C:16]2[N:17]=[C:18]([C:22]3[CH:23]=[CH:24][CH:25]=[CH:26][CH:27]=3)[O:19][C:20]=2[CH3:21])=[CH:9][C:8]=1[CH3:28])/[C:4]([OH:32])=[O:3])[CH3:31], predict the reactants needed to synthesize it. The reactants are: C([O:3][C:4](=[O:32])/[C:5](/[O:29][CH2:30][CH3:31])=[CH:6]/[C:7]1[CH:12]=[CH:11][C:10]([O:13][CH2:14][CH2:15][C:16]2[N:17]=[C:18]([C:22]3[CH:27]=[CH:26][CH:25]=[CH:24][CH:23]=3)[O:19][C:20]=2[CH3:21])=[CH:9][C:8]=1[CH3:28])C.[Li+].[OH-]. (7) Given the product [CH3:13][C:3]1([C:8]([O:10][CH2:11][CH3:12])=[O:9])[CH2:4][CH2:5][CH2:6][CH2:7][C:2]1=[O:1], predict the reactants needed to synthesize it. The reactants are: [O:1]=[C:2]1[CH2:7][CH2:6][CH2:5][CH2:4][CH:3]1[C:8]([O:10][CH2:11][CH3:12])=[O:9].[CH3:13]C(C)([O-])C.[K+].IC. (8) Given the product [C:1]([C:5]1[CH:9]=[C:8]([NH:10][C:20](=[O:21])[O:22][C:23]2[CH:28]=[CH:27][CH:26]=[CH:25][CH:24]=2)[N:7]([C:11]2[CH:12]=[N:13][C:14]([O:17][CH3:18])=[CH:15][CH:16]=2)[N:6]=1)([CH3:4])([CH3:2])[CH3:3], predict the reactants needed to synthesize it. The reactants are: [C:1]([C:5]1[CH:9]=[C:8]([NH2:10])[N:7]([C:11]2[CH:12]=[N:13][C:14]([O:17][CH3:18])=[CH:15][CH:16]=2)[N:6]=1)([CH3:4])([CH3:3])[CH3:2].Cl[C:20]([O:22][C:23]1[CH:28]=[CH:27][CH:26]=[CH:25][CH:24]=1)=[O:21]. (9) Given the product [OH:37][C@H:36]([C:38]1[CH:43]=[CH:42][CH:41]=[CH:40][CH:39]=1)[CH2:35][NH:34][C:16]([C@@H:9]1[CH2:10][C:11](=[N:13][O:14][CH3:15])[CH2:12][N:8]1[C:6](=[O:7])[C:28]1[CH:27]=[CH:26][C:25]([C:20]2[CH:21]=[CH:22][CH:23]=[CH:24][N:19]=2)=[CH:33][CH:32]=1)=[O:18], predict the reactants needed to synthesize it. The reactants are: C(O[C:6]([N:8]1[CH2:12][C:11](=[N:13][O:14][CH3:15])[CH2:10][C@H:9]1[C:16]([OH:18])=O)=[O:7])(C)(C)C.[N:19]1[CH:24]=[CH:23][CH:22]=[CH:21][C:20]=1[C:25]1[CH:33]=[CH:32][C:28](C(O)=O)=[CH:27][CH:26]=1.[NH2:34][CH2:35][C@@H:36]([C:38]1[CH:43]=[CH:42][CH:41]=[CH:40][CH:39]=1)[OH:37].